From a dataset of Forward reaction prediction with 1.9M reactions from USPTO patents (1976-2016). Predict the product of the given reaction. (1) Given the reactants [Cl:1][C:2]1[C:3]([O:9][C:10]2[CH:15]=[CH:14][C:13]([OH:16])=[CH:12][CH:11]=2)=[N:4][CH:5]=[C:6]([Cl:8])[CH:7]=1.[CH3:17][N:18]([CH3:22])[C:19](Cl)=[O:20], predict the reaction product. The product is: [Cl:1][C:2]1[C:3]([O:9][C:10]2[CH:15]=[CH:14][C:13]([O:16][C:19](=[O:20])[N:18]([CH3:22])[CH3:17])=[CH:12][CH:11]=2)=[N:4][CH:5]=[C:6]([Cl:8])[CH:7]=1. (2) Given the reactants [O:1]=[C:2]1[N:7](C(OCC[Si](C)(C)C)=O)[CH2:6][CH2:5][N:4]2[C:17]([C:20]3[CH:25]=[N:24][CH:23]=[CH:22][N:21]=3)=[N:18][N:19]=[C:3]12.C(O)(C(F)(F)F)=O, predict the reaction product. The product is: [N:21]1[CH:22]=[CH:23][N:24]=[CH:25][C:20]=1[C:17]1[N:4]2[CH2:5][CH2:6][NH:7][C:2](=[O:1])[C:3]2=[N:19][N:18]=1. (3) Given the reactants [Cl:1][C:2]1[CH:7]=[CH:6][C:5]([Cl:8])=[CH:4][C:3]=1[NH:9][S:10]([C:13]1[CH:18]=[CH:17][C:16]([Cl:19])=[CH:15][CH:14]=1)(=[O:12])=[O:11].[C:20]([O:39][CH2:40][CH2:41][C@@H:42](O)[CH3:43])([C:33]1[CH:38]=[CH:37][CH:36]=[CH:35][CH:34]=1)([C:27]1[CH:32]=[CH:31][CH:30]=[CH:29][CH:28]=1)[C:21]1[CH:26]=[CH:25][CH:24]=[CH:23][CH:22]=1.[C:45]1(P(C2C=CC=CC=2)C2C=CC=CC=2)C=CC=CC=1.N(C(OCC)=O)=NC(OCC)=O, predict the reaction product. The product is: [Cl:19][C:16]1[CH:17]=[CH:18][C:13]([S:10]([N:9]([C:3]2[CH:4]=[C:5]([Cl:8])[CH:6]=[CH:7][C:2]=2[Cl:1])[C@H:43]([CH3:45])[CH2:42][CH2:41][CH2:40][O:39][C:20]([C:21]2[CH:22]=[CH:23][CH:24]=[CH:25][CH:26]=2)([C:27]2[CH:28]=[CH:29][CH:30]=[CH:31][CH:32]=2)[C:33]2[CH:38]=[CH:37][CH:36]=[CH:35][CH:34]=2)(=[O:12])=[O:11])=[CH:14][CH:15]=1. (4) Given the reactants [ClH:1].O1CCOCC1.C(OC([N:15]1[CH2:28][C:18]2=[C:19]3[N:24]([N:25]=[C:17]2[CH2:16]1)[C:23]([CH3:26])=[C:22]([CH3:27])[CH:21]=[N:20]3)=O)(C)(C)C, predict the reaction product. The product is: [ClH:1].[ClH:1].[CH3:27][C:22]1[CH:21]=[N:20][C:19]2[N:24]([N:25]=[C:17]3[CH2:16][NH:15][CH2:28][C:18]3=2)[C:23]=1[CH3:26]. (5) Given the reactants B(Br)(Br)Br.[Cl:5][C:6]1[CH:7]=[CH:8][C:9]([O:23]C)=[C:10]([NH:12][C:13]2[S:14][CH:15]=[C:16]([C:18]([O:20]CC)=[O:19])[N:17]=2)[CH:11]=1.C(OCC)(=O)C.O, predict the reaction product. The product is: [Cl:5][C:6]1[CH:7]=[CH:8][C:9]([OH:23])=[C:10]([NH:12][C:13]2[S:14][CH:15]=[C:16]([C:18]([OH:20])=[O:19])[N:17]=2)[CH:11]=1. (6) Given the reactants [OH:1][C:2]1[CH:3]=[C:4]([CH2:8][C:9]([OH:11])=[O:10])[CH:5]=[CH:6][CH:7]=1.C([O-])([O-])=O.[K+].[K+].[CH2:18](Br)[C:19]1[CH:24]=[CH:23][CH:22]=[CH:21][CH:20]=1, predict the reaction product. The product is: [CH2:18]([O:1][C:2]1[CH:3]=[C:4]([CH2:8][C:9]([O:11][CH2:8][C:4]2[CH:5]=[CH:6][CH:7]=[CH:2][CH:3]=2)=[O:10])[CH:5]=[CH:6][CH:7]=1)[C:19]1[CH:24]=[CH:23][CH:22]=[CH:21][CH:20]=1. (7) Given the reactants [Br:1][C:2]1[CH:7]=[CH:6][C:5]([C:8]2[N:9]=[C:10](O)[C:11]3[CH2:16][CH2:15][CH2:14][C:12]=3[N:13]=2)=[CH:4][CH:3]=1.O=P(Cl)(Cl)[Cl:20].C(=O)([O-])[O-].[Na+].[Na+].C(=O)([O-])O.[Na+], predict the reaction product. The product is: [Br:1][C:2]1[CH:7]=[CH:6][C:5]([C:8]2[N:9]=[C:10]([Cl:20])[C:11]3[CH2:16][CH2:15][CH2:14][C:12]=3[N:13]=2)=[CH:4][CH:3]=1. (8) Given the reactants Cl[S:2]([C:5]1[CH:14]=[CH:13][C:12]2[NH:11][C:10](=[O:15])[C:9]3[NH:16][CH:17]=[C:18]([C:19]([OH:21])=[O:20])[C:8]=3[C:7]=2[CH:6]=1)(=[O:4])=[O:3].[CH3:22][O:23][C:24]1[CH:30]=[CH:29][CH:28]=[CH:27][C:25]=1[NH2:26], predict the reaction product. The product is: [CH3:22][O:23][C:24]1[CH:30]=[CH:29][CH:28]=[CH:27][C:25]=1[NH:26][S:2]([C:5]1[CH:14]=[CH:13][C:12]2[NH:11][C:10](=[O:15])[C:9]3[NH:16][CH:17]=[CH:18][C:8]=3[C:7]=2[CH:6]=1)(=[O:3])=[O:4].[CH2:18]([C:19]([O-:21])=[O:20])[CH3:17]. (9) Given the reactants [CH3:1][CH:2]([CH3:11])[C@H:3]([NH2:10])[CH2:4][N:5]1[CH2:9][CH2:8][CH2:7][CH2:6]1.C(=O)([O-])[O-].[K+].[K+].Br[CH2:19][CH2:20][O:21][CH3:22], predict the reaction product. The product is: [CH3:22][O:21][CH2:20][CH2:19][NH:10][C@@H:3]([CH:2]([CH3:11])[CH3:1])[CH2:4][N:5]1[CH2:9][CH2:8][CH2:7][CH2:6]1. (10) Given the reactants C[N:2]([CH3:21])[CH:3]=[C:4]([C:10](=[O:20])[C:11]1[CH:16]=[C:15]([F:17])[C:14]([F:18])=[CH:13][C:12]=1F)[C:5]([O:7][CH2:8][CH3:9])=[O:6].[CH2:22](OCC)[CH3:23].C1(N)CC1.C(=O)([O-])[O-].[K+].[K+], predict the reaction product. The product is: [CH:21]1([N:2]2[C:12]3[C:11](=[CH:16][C:15]([F:17])=[C:14]([F:18])[CH:13]=3)[C:10](=[O:20])[C:4]([C:5]([O:7][CH2:8][CH3:9])=[O:6])=[CH:3]2)[CH2:23][CH2:22]1.